Dataset: Catalyst prediction with 721,799 reactions and 888 catalyst types from USPTO. Task: Predict which catalyst facilitates the given reaction. Reactant: [CH3:1][O:2][C:3]([C:5]1[CH:10]=[C:9]([Br:11])[C:8](=[O:12])[N:7]([CH2:13][CH:14]2[CH2:19][CH2:18][CH2:17][CH2:16][CH2:15]2)[C:6]=1[CH2:20]Br)=[O:4].[CH3:22][O:23][C:24](=[O:37])[CH2:25][NH:26][S:27]([C:30]1[CH:35]=[CH:34][C:33]([CH3:36])=[CH:32][CH:31]=1)(=[O:29])=[O:28].[I-].[Na+].C(=O)([O-])[O-].[K+].[K+]. Product: [CH3:1][O:2][C:3]([C:5]1[CH:10]=[C:9]([Br:11])[C:8](=[O:12])[N:7]([CH2:13][CH:14]2[CH2:19][CH2:18][CH2:17][CH2:16][CH2:15]2)[C:6]=1[CH2:20][N:26]([CH2:25][C:24]([O:23][CH3:22])=[O:37])[S:27]([C:30]1[CH:31]=[CH:32][C:33]([CH3:36])=[CH:34][CH:35]=1)(=[O:29])=[O:28])=[O:4]. The catalyst class is: 163.